This data is from Catalyst prediction with 721,799 reactions and 888 catalyst types from USPTO. The task is: Predict which catalyst facilitates the given reaction. (1) Reactant: [F:1][C:2]([F:30])([C:10]1[CH:15]=[CH:14][C:13]([N:16]2[CH:20]=[N:19][C:18]([C:21]3[CH:29]=[CH:28][C:24]([C:25]([OH:27])=O)=[CH:23][CH:22]=3)=[N:17]2)=[CH:12][CH:11]=1)[C:3]([F:9])([F:8])[C:4]([F:7])([F:6])[F:5].C1(P([N:45]=[N+:46]=[N-:47])(C2C=CC=CC=2)=O)C=CC=CC=1.C(N(CC)CC)C. Product: [F:1][C:2]([F:30])([C:10]1[CH:15]=[CH:14][C:13]([N:16]2[CH:20]=[N:19][C:18]([C:21]3[CH:29]=[CH:28][C:24]([C:25]([N:45]=[N+:46]=[N-:47])=[O:27])=[CH:23][CH:22]=3)=[N:17]2)=[CH:12][CH:11]=1)[C:3]([F:9])([F:8])[C:4]([F:6])([F:5])[F:7]. The catalyst class is: 32. (2) Reactant: [CH:1]1([C:4]2[CH:8]=[C:7]([NH:9][C:10]3[C:11]4[CH2:26][CH2:25][CH2:24][C:12]=4[N:13]=[C:14]([N:16]4[CH2:20][CH2:19][CH2:18][CH:17]4[C:21](O)=[O:22])[N:15]=3)[NH:6][N:5]=2)[CH2:3][CH2:2]1.[N:27]1[CH:32]=[C:31]([NH2:33])[CH:30]=[N:29][CH:28]=1.CN(C(ON1N=NC2C=CC=NC1=2)=[N+](C)C)C.F[P-](F)(F)(F)(F)F.CCN(C(C)C)C(C)C. Product: [CH:1]1([C:4]2[CH:8]=[C:7]([NH:9][C:10]3[C:11]4[CH2:26][CH2:25][CH2:24][C:12]=4[N:13]=[C:14]([N:16]4[CH2:20][CH2:19][CH2:18][CH:17]4[C:21]([NH:33][C:31]4[CH:32]=[N:27][CH:28]=[N:29][CH:30]=4)=[O:22])[N:15]=3)[NH:6][N:5]=2)[CH2:3][CH2:2]1. The catalyst class is: 18. (3) Reactant: Cl[C:2]1[C:11]([N:12]([CH:14]([CH3:16])[CH3:15])[CH3:13])=[N:10][C:9]2[C:4](=[CH:5][CH:6]=[C:7]([C:17]([O:19][CH3:20])=[O:18])[CH:8]=2)[N:3]=1.CC1(C)C(C)(C)OB([C:29]2[CH:33]=[C:32]([C:34]3[CH:39]=[CH:38][CH:37]=[CH:36][CH:35]=3)OC=2)O1.[C:41]([O-])([O-])=[O:42].[Na+].[Na+]. Product: [CH:14]([N:12]([CH3:13])[C:11]1[C:2]([C:29]2[O:42][CH:41]=[C:32]([C:34]3[CH:35]=[CH:36][CH:37]=[CH:38][CH:39]=3)[CH:33]=2)=[N:3][C:4]2[C:9]([N:10]=1)=[CH:8][C:7]([C:17]([O:19][CH3:20])=[O:18])=[CH:6][CH:5]=2)([CH3:16])[CH3:15]. The catalyst class is: 77. (4) Reactant: [N:1]1[S:2][N:3]=[C:4]2[CH:9]=[C:8]([C:10](=[O:21])[C:11]#[C:12][C:13]([CH3:20])([O:15][Si](C)(C)C)[CH3:14])[CH:7]=[CH:6][C:5]=12.CC1C=CC(S(O)(=O)=O)=CC=1. Product: [N:1]1[S:2][N:3]=[C:4]2[CH:9]=[C:8]([C:10](=[O:21])[C:11]#[C:12][C:13]([OH:15])([CH3:14])[CH3:20])[CH:7]=[CH:6][C:5]=12. The catalyst class is: 34. (5) Reactant: [CH2:1]([O:8][C:9]([N:11]1[CH2:14][C:13](CO)([C:15]([OH:17])=O)[CH2:12]1)=[O:10])[C:2]1[CH:7]=[CH:6][CH:5]=[CH:4][CH:3]=1.[CH3:20][S:21](Cl)(=[O:23])=[O:22]. Product: [CH2:1]([O:8][C:9]([N:11]1[CH2:14][CH:13]([CH2:15][O:17][S:21]([CH3:20])(=[O:23])=[O:22])[CH2:12]1)=[O:10])[C:2]1[CH:7]=[CH:6][CH:5]=[CH:4][CH:3]=1. The catalyst class is: 2. (6) Reactant: C([O:8][CH2:9][CH2:10][O:11][C:12]1[C:17]([I:18])=[CH:16][C:15]([CH2:19][CH3:20])=[CH:14][C:13]=1[CH:21]([NH:27][C:28]1[CH:33]=[CH:32][C:31]([C:34]#[N:35])=[CH:30][CH:29]=1)[C:22]([O:24][CH2:25][CH3:26])=[O:23])C1C=CC=CC=1.I[Si](C)(C)C.C(O)C. Product: [C:34]([C:31]1[CH:32]=[CH:33][C:28]([NH:27][CH:21]([C:13]2[CH:14]=[C:15]([CH2:19][CH3:20])[CH:16]=[C:17]([I:18])[C:12]=2[O:11][CH2:10][CH2:9][OH:8])[C:22]([O:24][CH2:25][CH3:26])=[O:23])=[CH:29][CH:30]=1)#[N:35]. The catalyst class is: 4.